This data is from Reaction yield outcomes from USPTO patents with 853,638 reactions. The task is: Predict the reaction yield, written as a fraction of the theoretical maximum amount of product (1.0 means a 100% yield; for example, 0.34 means a 34% yield). (1) The reactants are [NH2:1][C:2]([NH2:4])=[S:3].Br[CH:6]([C:12](=O)[CH:13]([CH3:15])[CH3:14])[C:7]([O:9][CH2:10][CH3:11])=[O:8].[NH4+].[OH-]. The catalyst is C(O)C. The product is [NH2:1][C:2]1[S:3][C:6]([C:7]([O:9][CH2:10][CH3:11])=[O:8])=[C:12]([CH:13]([CH3:15])[CH3:14])[N:4]=1. The yield is 0.660. (2) The reactants are C1C=CC(P(C2C=CC=CC=2)C2C=CC=CC=2)=CC=1.O.[CH2:21]([O:23][C:24]([C:26]1[NH:27][CH:28]=[C:29]([CH2:31][N:32]=[N+]=[N-])[CH:30]=1)=[O:25])[CH3:22]. The catalyst is C1COCC1. The product is [CH2:21]([O:23][C:24]([C:26]1[NH:27][CH:28]=[C:29]([CH2:31][NH2:32])[CH:30]=1)=[O:25])[CH3:22]. The yield is 0.780. (3) The reactants are C([O:4][CH2:5][CH2:6][C@H:7]1[C:20](=[O:21])[N:19]([CH2:22][C:23]([CH3:26])([CH3:25])[CH3:24])[CH2:18][C:10]2[C:11]3[CH:12]=[N:13][NH:14][C:15]=3[CH:16]=[CH:17][C:9]=2[CH2:8]1)(=O)C.C(=O)([O-])[O-].[K+].[K+]. The catalyst is CO. The product is [OH:4][CH2:5][CH2:6][C@H:7]1[C:20](=[O:21])[N:19]([CH2:22][C:23]([CH3:26])([CH3:25])[CH3:24])[CH2:18][C:10]2[C:11]3[CH:12]=[N:13][NH:14][C:15]=3[CH:16]=[CH:17][C:9]=2[CH2:8]1. The yield is 0.940. (4) The yield is 0.980. The catalyst is C1(C)C=CC=CC=1. The reactants are C(O[BH-](OC(=O)C)OC(=O)C)(=O)C.[Na+].[CH3:15][C:16]([NH:28][C:29]1[C:30](=[O:51])[N:31]([C:40]2[CH:45]=[CH:44][C:43]([O:46][C:47]([F:50])([F:49])[F:48])=[CH:42][CH:41]=2)[C@@H:32]([C:34]2[CH:39]=[CH:38][CH:37]=[CH:36][CH:35]=2)[CH:33]=1)([C:18]1[CH:23]=[CH:22][CH:21]=[C:20]([C:24]([F:27])([F:26])[F:25])[N:19]=1)[CH3:17].FC(F)(F)C(O)=O.O. The product is [CH3:17][C:16]([NH:28][C@@H:29]1[CH2:33][C@H:32]([C:34]2[CH:39]=[CH:38][CH:37]=[CH:36][CH:35]=2)[N:31]([C:40]2[CH:41]=[CH:42][C:43]([O:46][C:47]([F:48])([F:50])[F:49])=[CH:44][CH:45]=2)[C:30]1=[O:51])([C:18]1[CH:23]=[CH:22][CH:21]=[C:20]([C:24]([F:27])([F:26])[F:25])[N:19]=1)[CH3:15]. (5) The reactants are [Cl:1][C:2]1[CH:3]=[C:4]([CH2:8][O:9][C:10]2[CH:11]=[CH:12][C:13]([CH3:27])=[C:14]([CH:26]=2)[C:15]([O:17]CC2C=CC=C(Cl)C=2)=[O:16])[CH:5]=[CH:6][CH:7]=1.O.[OH-].[Li+]. The catalyst is O1CCOCC1. The product is [Cl:1][C:2]1[CH:3]=[C:4]([CH2:8][O:9][C:10]2[CH:11]=[CH:12][C:13]([CH3:27])=[C:14]([CH:26]=2)[C:15]([OH:17])=[O:16])[CH:5]=[CH:6][CH:7]=1. The yield is 0.120. (6) The reactants are [C:1]([N:3]=[C:4]([NH2:16])[NH:5][C:6]1[CH:7]=[C:8]2[C:12](=[C:13]([I:15])[CH:14]=1)[NH:11][CH:10]=[CH:9]2)#[N:2]. The yield is 0.590. The catalyst is COCCOCCOC.CO. The product is [I:15][C:13]1[C:12]2[NH:11][CH:10]=[CH:9][C:8]=2[C:7]2[C:6]([CH:14]=1)=[N:5][C:4]([NH2:16])=[N:3][C:1]=2[NH2:2]. (7) The reactants are Cl.[CH2:2]([O:4][C:5]([N:7]1[CH2:13][CH:12]([N:14]2[C:22](=[O:23])[C:21]3[C:16](=[CH:17][CH:18]=[CH:19][CH:20]=3)[C:15]2=[O:24])[C:11]([NH2:25])=[N:10][CH2:9][CH2:8]1)=[O:6])[CH3:3].[H-].[Na+].[N:28]1[CH:33]=[CH:32][C:31]([C:34](=O)[CH2:35][C:36](OCC)=[O:37])=[N:30][CH:29]=1. The catalyst is O1CCCC1.C1(C)C=CC=CC=1. The product is [CH2:2]([O:4][C:5]([N:7]1[CH2:13][CH:12]([N:14]2[C:15](=[O:24])[C:16]3[C:21](=[CH:20][CH:19]=[CH:18][CH:17]=3)[C:22]2=[O:23])[C:11]2=[N:25][C:34]([C:31]3[CH:32]=[CH:33][N:28]=[CH:29][N:30]=3)=[CH:35][C:36](=[O:37])[N:10]2[CH2:9][CH2:8]1)=[O:6])[CH3:3]. The yield is 0.450. (8) The reactants are [CH2:1]([C:4]1[C:5]([OH:30])=[C:6]([C:20]([O:22][CH2:23][C:24]2[CH:29]=[CH:28][CH:27]=[CH:26][CH:25]=2)=[O:21])[C:7](=[O:19])[NH:8][C:9]=1[C:10]1[CH:15]=[CH:14][C:13]([N:16]([CH3:18])[CH3:17])=[CH:12][CH:11]=1)[CH:2]=[CH2:3]. The catalyst is C(Cl)Cl. The product is [CH3:17][N:16]([CH3:18])[C:13]1[CH:14]=[CH:15][C:10]([C:9]2[NH:8][C:7](=[O:19])[C:6]([C:20]([O:22][CH2:23][C:24]3[CH:29]=[CH:28][CH:27]=[CH:26][CH:25]=3)=[O:21])=[C:5]([OH:30])[C:4]=2/[CH:1]=[CH:2]/[CH3:3])=[CH:11][CH:12]=1. The yield is 0.800. (9) The reactants are [Cl:1][C:2]1[C:10]2[O:9][C:8]([F:12])([F:11])[O:7][C:6]=2[CH:5]=[CH:4][CH:3]=1.[Li+].CCC[CH2-].C(O[B:22]1[O:26][C:25]([CH3:28])([CH3:27])[C:24]([CH3:30])([CH3:29])[O:23]1)(C)C.C(OCC)C. The catalyst is O1CCCC1. The product is [Cl:1][C:2]1[C:10]2[O:9][C:8]([F:12])([F:11])[O:7][C:6]=2[C:5]([B:22]2[O:26][C:25]([CH3:28])([CH3:27])[C:24]([CH3:30])([CH3:29])[O:23]2)=[CH:4][CH:3]=1. The yield is 0.770.